Dataset: Peptide-MHC class I binding affinity with 185,985 pairs from IEDB/IMGT. Task: Regression. Given a peptide amino acid sequence and an MHC pseudo amino acid sequence, predict their binding affinity value. This is MHC class I binding data. (1) The peptide sequence is RTKAWNRQL. The MHC is Mamu-A01 with pseudo-sequence Mamu-A01. The binding affinity (normalized) is 0.357. (2) The peptide sequence is HVKAFYKFI. The MHC is HLA-A30:01 with pseudo-sequence HLA-A30:01. The binding affinity (normalized) is 1.00. (3) The peptide sequence is IMKNTTNTR. The MHC is HLA-A31:01 with pseudo-sequence HLA-A31:01. The binding affinity (normalized) is 0.762. (4) The peptide sequence is YMRWRKHWL. The MHC is HLA-B08:02 with pseudo-sequence HLA-B08:02. The binding affinity (normalized) is 0.614. (5) The peptide sequence is EAAAATCALV. The MHC is HLA-A02:03 with pseudo-sequence HLA-A02:03. The binding affinity (normalized) is 0.490.